This data is from NCI-60 drug combinations with 297,098 pairs across 59 cell lines. The task is: Regression. Given two drug SMILES strings and cell line genomic features, predict the synergy score measuring deviation from expected non-interaction effect. (1) Drug 1: C1=CC(=C2C(=C1NCCNCCO)C(=O)C3=C(C=CC(=C3C2=O)O)O)NCCNCCO. Drug 2: CC1CCC2CC(C(=CC=CC=CC(CC(C(=O)C(C(C(=CC(C(=O)CC(OC(=O)C3CCCCN3C(=O)C(=O)C1(O2)O)C(C)CC4CCC(C(C4)OC)OCCO)C)C)O)OC)C)C)C)OC. Cell line: SN12C. Synergy scores: CSS=54.1, Synergy_ZIP=4.01, Synergy_Bliss=3.55, Synergy_Loewe=4.52, Synergy_HSA=7.51. (2) Drug 1: C1=NC2=C(N=C(N=C2N1C3C(C(C(O3)CO)O)F)Cl)N. Drug 2: C#CCC(CC1=CN=C2C(=N1)C(=NC(=N2)N)N)C3=CC=C(C=C3)C(=O)NC(CCC(=O)O)C(=O)O. Cell line: NCI-H460. Synergy scores: CSS=76.9, Synergy_ZIP=5.03, Synergy_Bliss=2.41, Synergy_Loewe=-28.5, Synergy_HSA=-0.0967. (3) Drug 1: C1=CC(=CC=C1CCC2=CNC3=C2C(=O)NC(=N3)N)C(=O)NC(CCC(=O)O)C(=O)O. Drug 2: CC1=C(C(=CC=C1)Cl)NC(=O)C2=CN=C(S2)NC3=CC(=NC(=N3)C)N4CCN(CC4)CCO. Cell line: SF-539. Synergy scores: CSS=37.8, Synergy_ZIP=1.08, Synergy_Bliss=0.951, Synergy_Loewe=0.262, Synergy_HSA=3.51.